From a dataset of Catalyst prediction with 721,799 reactions and 888 catalyst types from USPTO. Predict which catalyst facilitates the given reaction. (1) Reactant: [CH3:1][C:2]1[CH:7]=[C:6]([CH3:8])[CH:5]=[CH:4][C:3]=1[S:9]([OH:12])(=O)=[O:10].CCN(C(C)C)C(C)C.N1C(Cl)=NC(Cl)=NC=1[Cl:24]. Product: [CH3:1][C:2]1[CH:7]=[C:6]([CH3:8])[CH:5]=[CH:4][C:3]=1[S:9]([Cl:24])(=[O:12])=[O:10]. The catalyst class is: 21. (2) Reactant: C(NC(C)C)(C)C.C([Li])CCC.[Br:13][C:14]1[CH:15]=[CH:16][C:17]([Cl:20])=[N:18][CH:19]=1.[I:21]I.S([O-])([O-])(=O)=S.[Na+].[Na+]. Product: [Br:13][C:14]1[C:15]([I:21])=[CH:16][C:17]([Cl:20])=[N:18][CH:19]=1. The catalyst class is: 7. (3) Reactant: [F:1][C:2]1[CH:7]=[C:6]([F:8])[C:5]([C:9]2[CH:10]=[N:11][C:12]([CH3:15])=[N:13][CH:14]=2)=[CH:4][C:3]=1[C@:16]1([CH3:37])[CH2:21][C@@H:20]([C:22]2[C:23]([CH3:28])=[N:24][O:25][C:26]=2[CH3:27])[S:19][C:18]([NH:29]C(=O)OC(C)(C)C)=[N:17]1.C(O)(C(F)(F)F)=O. Product: [F:1][C:2]1[CH:7]=[C:6]([F:8])[C:5]([C:9]2[CH:10]=[N:11][C:12]([CH3:15])=[N:13][CH:14]=2)=[CH:4][C:3]=1[C@:16]1([CH3:37])[CH2:21][C@@H:20]([C:22]2[C:23]([CH3:28])=[N:24][O:25][C:26]=2[CH3:27])[S:19][C:18]([NH2:29])=[N:17]1. The catalyst class is: 2. (4) Reactant: [N:1]1[CH:6]=[CH:5][CH:4]=[C:3]([C:7]2[CH:8]=[C:9]3[CH:15]=[CH:14][NH:13][C:10]3=[N:11][CH:12]=2)[CH:2]=1.C(N[C:21]([N:23]1[C:31]2[C:26](=[C:27]([CH:32]=[O:33])[CH:28]=[CH:29][CH:30]=2)[CH:25]=[CH:24]1)=[O:22])CCC.[OH-:34].[K+].O. Product: [OH:33][CH:32]([C:15]1[C:9]2[C:10](=[N:11][CH:12]=[C:7]([C:3]3[CH:2]=[N:1][CH:6]=[CH:5][CH:4]=3)[CH:8]=2)[NH:13][CH:14]=1)[C:27]1[CH:28]=[CH:29][CH:30]=[C:31]2[C:26]=1[CH:25]=[CH:24][N:23]2[C:21]([OH:22])=[O:34]. The catalyst class is: 5. (5) Reactant: C1C(=O)N([I:8])C(=O)C1.[OH:9][C:10]1[N:15]=[CH:14][C:13]([CH2:16][C:17]([O:19][CH2:20][CH3:21])=[O:18])=[CH:12][CH:11]=1. Product: [OH:9][C:10]1[N:15]=[CH:14][C:13]([CH2:16][C:17]([O:19][CH2:20][CH3:21])=[O:18])=[CH:12][C:11]=1[I:8]. The catalyst class is: 23. (6) Reactant: C[N:2]([CH3:26])[CH:3]1[CH2:7][CH2:6][N:5]([C:8]2[CH:21]=[C:20]([O:22][CH3:23])[C:19]([O:24][CH3:25])=[CH:18][C:9]=2/[CH:10]=[C:11]2/[C:12](=[O:17])[NH:13][C:14](=[O:16])[S:15]/2)[CH2:4]1.O=C[CH2:29][NH:30][C:31](=[O:37])[O:32][C:33]([CH3:36])([CH3:35])[CH3:34].[Na].O. Product: [O:16]=[C:14]1[NH:13][C:12](=[O:17])/[C:11](=[CH:10]/[C:9]2[CH:18]=[C:19]([O:24][CH3:25])[C:20]([O:22][CH3:23])=[CH:21][C:8]=2[N:5]2[CH2:6][CH2:7][CH:3]([NH:2][CH2:26][CH2:29][NH:30][C:31](=[O:37])[O:32][C:33]([CH3:36])([CH3:35])[CH3:34])[CH2:4]2)/[S:15]1. The catalyst class is: 2.